This data is from Full USPTO retrosynthesis dataset with 1.9M reactions from patents (1976-2016). The task is: Predict the reactants needed to synthesize the given product. (1) Given the product [S:2]1[CH2:5][CH:4]([NH:6][C:55](=[O:56])[C:54]2[CH:58]=[CH:59][C:51]([C:49]3[CH2:50][C:46]([C:40]4[CH:39]=[C:38]([Cl:37])[C:43]([Cl:44])=[C:42]([Cl:45])[CH:41]=4)([C:64]([F:65])([F:66])[F:67])[CH2:47][N:48]=3)=[CH:52][C:53]=2[C:60]([F:63])([F:62])[F:61])[CH2:3]1, predict the reactants needed to synthesize it. The reactants are: Br.[S:2]1[CH2:5][CH:4]([NH2:6])[CH2:3]1.C(N(CC)CC)C.Cl.CN(C)CCCN=C=NCC.O.ON1C2C=CC=CC=2N=N1.[Cl:37][C:38]1[CH:39]=[C:40]([C:46]2([C:64]([F:67])([F:66])[F:65])[CH2:50][C:49]([C:51]3[CH:59]=[CH:58][C:54]([C:55](O)=[O:56])=[C:53]([C:60]([F:63])([F:62])[F:61])[CH:52]=3)=[N:48][CH2:47]2)[CH:41]=[C:42]([Cl:45])[C:43]=1[Cl:44]. (2) Given the product [C:1]12([C:29]3[CH:30]=[C:31]([C:13]45[CH2:18][CH:17]6[CH2:32][CH:33]([CH2:34][CH:15]([CH2:16]6)[CH2:14]4)[CH2:23]5)[C:24]([OH:25])=[CH:26][C:27]=3[OH:28])[CH2:10][CH:5]3[CH2:6][CH:7]([CH2:9][CH:3]([CH2:4]3)[CH2:2]1)[CH2:8]2, predict the reactants needed to synthesize it. The reactants are: [C:1]12(O)[CH2:10][CH:5]3[CH2:6][CH:7]([CH2:9][CH:3]([CH2:4]3)[CH2:2]1)[CH2:8]2.O.[C:13]1([CH3:23])[CH:18]=[CH:17][C:16](S(O)(=O)=O)=[CH:15][CH:14]=1.[C:24]1([CH:31]=[CH:30][CH:29]=[C:27]([OH:28])[CH:26]=1)[OH:25].[CH3:32][CH2:33][CH2:34]CCCC.